From a dataset of NCI-60 drug combinations with 297,098 pairs across 59 cell lines. Regression. Given two drug SMILES strings and cell line genomic features, predict the synergy score measuring deviation from expected non-interaction effect. (1) Drug 1: CCN(CC)CCNC(=O)C1=C(NC(=C1C)C=C2C3=C(C=CC(=C3)F)NC2=O)C. Drug 2: COC1=C2C(=CC3=C1OC=C3)C=CC(=O)O2. Cell line: MOLT-4. Synergy scores: CSS=2.98, Synergy_ZIP=1.45, Synergy_Bliss=-0.345, Synergy_Loewe=2.85, Synergy_HSA=-3.37. (2) Drug 1: C1CCC(CC1)NC(=O)N(CCCl)N=O. Drug 2: CC1=C2C(C(=O)C3(C(CC4C(C3C(C(C2(C)C)(CC1OC(=O)C(C(C5=CC=CC=C5)NC(=O)C6=CC=CC=C6)O)O)OC(=O)C7=CC=CC=C7)(CO4)OC(=O)C)O)C)OC(=O)C. Cell line: SF-295. Synergy scores: CSS=35.6, Synergy_ZIP=-12.8, Synergy_Bliss=-8.56, Synergy_Loewe=-5.15, Synergy_HSA=-4.87. (3) Drug 1: C1CC(=O)NC(=O)C1N2CC3=C(C2=O)C=CC=C3N. Drug 2: CC1CCC2CC(C(=CC=CC=CC(CC(C(=O)C(C(C(=CC(C(=O)CC(OC(=O)C3CCCCN3C(=O)C(=O)C1(O2)O)C(C)CC4CCC(C(C4)OC)O)C)C)O)OC)C)C)C)OC. Cell line: COLO 205. Synergy scores: CSS=20.5, Synergy_ZIP=-3.81, Synergy_Bliss=-2.97, Synergy_Loewe=-31.9, Synergy_HSA=-0.648. (4) Synergy scores: CSS=-2.23, Synergy_ZIP=-0.282, Synergy_Bliss=-2.30, Synergy_Loewe=-3.14, Synergy_HSA=-3.58. Drug 2: CS(=O)(=O)CCNCC1=CC=C(O1)C2=CC3=C(C=C2)N=CN=C3NC4=CC(=C(C=C4)OCC5=CC(=CC=C5)F)Cl. Cell line: HOP-62. Drug 1: C1CCN(CC1)CCOC2=CC=C(C=C2)C(=O)C3=C(SC4=C3C=CC(=C4)O)C5=CC=C(C=C5)O. (5) Drug 1: C1=NC2=C(N=C(N=C2N1C3C(C(C(O3)CO)O)O)F)N. Drug 2: CC1CCCC2(C(O2)CC(NC(=O)CC(C(C(=O)C(C1O)C)(C)C)O)C(=CC3=CSC(=N3)C)C)C. Cell line: NCI-H226. Synergy scores: CSS=36.2, Synergy_ZIP=5.15, Synergy_Bliss=4.57, Synergy_Loewe=-27.2, Synergy_HSA=1.17. (6) Drug 1: CC(C1=C(C=CC(=C1Cl)F)Cl)OC2=C(N=CC(=C2)C3=CN(N=C3)C4CCNCC4)N. Drug 2: CN(C)N=NC1=C(NC=N1)C(=O)N. Cell line: OVCAR-8. Synergy scores: CSS=3.04, Synergy_ZIP=0.543, Synergy_Bliss=4.09, Synergy_Loewe=-0.750, Synergy_HSA=1.42. (7) Drug 1: C1=C(C(=O)NC(=O)N1)F. Drug 2: C1C(C(OC1N2C=NC(=NC2=O)N)CO)O. Cell line: HOP-92. Synergy scores: CSS=14.5, Synergy_ZIP=-6.15, Synergy_Bliss=-9.09, Synergy_Loewe=-3.63, Synergy_HSA=-3.42. (8) Cell line: SF-268. Synergy scores: CSS=28.6, Synergy_ZIP=3.59, Synergy_Bliss=6.69, Synergy_Loewe=0.290, Synergy_HSA=4.26. Drug 1: CN1CCC(CC1)COC2=C(C=C3C(=C2)N=CN=C3NC4=C(C=C(C=C4)Br)F)OC. Drug 2: C1CC(C1)(C(=O)O)C(=O)O.[NH2-].[NH2-].[Pt+2].